From a dataset of Forward reaction prediction with 1.9M reactions from USPTO patents (1976-2016). Predict the product of the given reaction. The product is: [ClH:27].[F:23][C:20]([F:21])([F:22])[O:19][C:14]1[CH:15]=[CH:16][CH:17]=[C:18]2[C:13]=1[C:12](=[O:24])[N:11]1[CH2:25][CH2:26][NH:8][CH2:9][C@H:10]12. Given the reactants C(OC([N:8]1[CH2:26][CH2:25][N:11]2[C:12](=[O:24])[C:13]3[C:18]([C@@H:10]2[CH2:9]1)=[CH:17][CH:16]=[CH:15][C:14]=3[O:19][C:20]([F:23])([F:22])[F:21])=O)(C)(C)C.[ClH:27], predict the reaction product.